From a dataset of Drug-target binding data from BindingDB using IC50 measurements. Regression. Given a target protein amino acid sequence and a drug SMILES string, predict the binding affinity score between them. We predict pIC50 (pIC50 = -log10(IC50 in M); higher means more potent). Dataset: bindingdb_ic50. (1) The compound is O=C1CCCN1Cc1ccccc1. The target is XTSFAESXKPVQQPSAFGS. The pIC50 is 4.0. (2) The drug is CN(C)CC1CCc2cc(NS(=O)(=O)c3ccc(-c4ccccc4)cc3)ccc2C1. The pIC50 is 6.0. The target protein sequence is QATCTGCMDLQTSLLSTGPNASNISDGQDNLTLPGSPPRTGSVSYINIIMPSVFGTICLLGIVGNSTVIFAVVKKSKLHWCSNVPDIFIINLSVVDLLFLLGMPFMIHQLMGNGVWHFGETMCTLITAMDANSQFTSTYILTAMTIDRYLATVHPISSTKFRKPSMATLVICLLWALSFISITPVWLYARLIPFPGGAVGCGIRLPNPDTDLYWFTLYQFFLAFALPFVVITAAYVKILQRMTSSVAPASQRSIRLRTKRVTRTAIAICLVFFVCWAPYYVLQLTQLSISRPTLTFVYLYNAAISLGYANSCLNPFVYIVLCETFRKRLVLSVKPAAQGQLRTVSNAQTADEERTESKGT. (3) The compound is OC[C@H]1O[C@@H](n2cc(-c3ccc(-c4cn([C@@H]5O[C@H](CO)[C@@H](O[C@@H]6O[C@H](CO)[C@H](O)[C@H](O)[C@H]6O)[C@H](O)[C@H]5O)nn4)cc3)nn2)[C@H](O)[C@@H](O)[C@@H]1O[C@@H]1O[C@H](CO)[C@H](O)[C@H](O)[C@H]1O. The target protein (P07583) has sequence MSCQGPVCTNLGLKPGQRLTVKGIIAPNAKSFVMNLGKDSTHLGLHFNPRFDAHGDVNLIVCNSKKMEEWGTEQRETVFPFQKGAPIEITFSINPSDLTVHLPGHQFSFPNRLGLSVFDYFDTHGDFTLRSVSWE. The pIC50 is 2.8. (4) The small molecule is C1CC1C1Cc2[nH]nc(-c3nnn[nH]3)c2C1. The target protein (Q9EP66) has sequence MSKSDHFLVINGKNCCVFRDENIAKVLPPVLGLEFVFGLLGNGLALWIFCFHLKSWKSSRIFLFNLAVADFLLIICLPFLTDNYVHNWDWRFGGIPCRVMLFMLAMNRQGSIIFLTVVAVDRYFRVVHPHHFLNKISNRTAAIISCFLWGLTIGLTVHLLYTNMMTKNGEAYLCSSFSICYNFRWHDAMFLLEFFLPLAIILFCSGRIIWSLRQRQMDRHAKIKRAINFIMVVAIVFIICFLPSVAVRIRIFWLLYKYNVRNCDIYSSVDLAFFTTLSFTYMNSMLDPVVYYFSSPSFPNFFSTCINRCLRKKTLGEPDNNRSTSVELTGDPSTTRSIPGALMADPSEPGSPPYLASTSR. The pIC50 is 5.6. (5) The target protein (P14234) has sequence MGCVFCKKLEPASKEDVGLEGDFRSQTAEERYFPDPTQGRTSSVFPQPTSPAFLNTGNMRSISGTGVTIFVALYDYEARTGDDLTFTKGEKFHILNNTEYDWWEARSLSSGHRGYVPSNYVAPVDSIQAEEWYFGKISRKDAERQLLSSGNPQGAFLIRESETTKGAYSLSIRDWDQNRGDHIKHYKIRKLDTGGYYITTRAQFDSIQDLVRHYMEVNDGLCYLLTAPCTTTKPQTLGLAKDAWEIDRNSIALERRLGTGCFGDVWLGTWNCSTKVAVKTLKPGTMSPKAFLEEAQIMKLLRHDKLVQLYAVVSEEPIYIVTEFMCYGSLLDFLKDREGQNLMLPHLVDMAAQVAEGMAYMERMNYIHRDLRAANILVGEYLICKIADFGLARLIEDNEYNPQQGTKFPIKWTAPEAALFGRFTVKSDVWSFGILLTELITKGRVPYPGMNNREVLEQVEHGYHMPCPPGCPASLYEVMEQAWRLDPEERPTFEYLQSFL.... The pIC50 is 5.4. The small molecule is Cc1ccc(NC(=O)Nc2cc(C(F)(F)F)ccc2F)cc1Nc1ccc2c(c1)NC(=O)/C2=C\c1ccc[nH]1.